From a dataset of Full USPTO retrosynthesis dataset with 1.9M reactions from patents (1976-2016). Predict the reactants needed to synthesize the given product. (1) Given the product [F:2][C:3]1[CH:4]=[C:5]([N:15]2[CH2:19][C@H:18]([CH2:20][NH:21][C:22](=[O:24])[CH3:23])[O:17][C:16]2=[O:25])[CH:6]=[CH:7][C:8]=1[N:9]1[CH2:14][CH2:13][N:12]([C:33]2[O:37][C:36]([N+:38]([O-:40])=[O:39])=[CH:35][CH:34]=2)[CH2:11][CH2:10]1, predict the reactants needed to synthesize it. The reactants are: Cl.[F:2][C:3]1[CH:4]=[C:5]([N:15]2[CH2:19][C@H:18]([CH2:20][NH:21][C:22](=[O:24])[CH3:23])[O:17][C:16]2=[O:25])[CH:6]=[CH:7][C:8]=1[N:9]1[CH2:14][CH2:13][NH:12][CH2:11][CH2:10]1.C(=O)([O-])[O-].[K+].[K+].Br[C:33]1[O:37][C:36]([N+:38]([O-:40])=[O:39])=[CH:35][CH:34]=1.[OH-].[Na+]. (2) Given the product [C:23]([C:27]1[N:28]=[C:29]([N:36]2[CH2:40][C:39]([F:41])([F:42])[C:38]([F:43])([F:44])[CH2:37]2)[C:30]2[C:31](=[N:33][N:34]([CH2:46][C:47]3[C:51]([CH3:52])=[N:50][O:49][N:48]=3)[N:35]=2)[N:32]=1)([CH3:26])([CH3:24])[CH3:25], predict the reactants needed to synthesize it. The reactants are: C(C1N=C(N2CCC(F)(F)C2)C2C(=NN(CC)N=2)N=1)(C)(C)C.[C:23]([C:27]1[N:28]=[C:29]([N:36]2[CH2:40][C:39]([F:42])([F:41])[C:38]([F:44])([F:43])[CH2:37]2)[C:30]2[N:35]=[N:34][NH:33][C:31]=2[N:32]=1)([CH3:26])([CH3:25])[CH3:24].Br[CH2:46][C:47]1[C:51]([CH3:52])=[N:50][O:49][N:48]=1.